This data is from Catalyst prediction with 721,799 reactions and 888 catalyst types from USPTO. The task is: Predict which catalyst facilitates the given reaction. (1) Reactant: [Cl:1][C:2]1[CH:7]=[CH:6][C:5]([S:8]([NH:11][C@@H:12]2[CH2:16][CH2:15][CH2:14][C@H:13]2[CH2:17][OH:18])(=[O:10])=[O:9])=[CH:4][CH:3]=1.C(=O)([O-])[O-].[Cs+].[Cs+].Br[CH2:26][C:27]1[CH:32]=[CH:31][C:30]([C:33]#[N:34])=[CH:29][CH:28]=1.C(OCC)(=O)C. Product: [Cl:1][C:2]1[CH:7]=[CH:6][C:5]([S:8]([N:11]([CH2:26][C:27]2[CH:32]=[CH:31][C:30]([C:33]#[N:34])=[CH:29][CH:28]=2)[C@@H:12]2[CH2:16][CH2:15][CH2:14][C@H:13]2[CH2:17][OH:18])(=[O:9])=[O:10])=[CH:4][CH:3]=1. The catalyst class is: 9. (2) Reactant: C(OC([N:8]1[CH2:12][CH2:11][CH2:10][C@@H:9]1[CH2:13][O:14][C:15]1[CH:16]=[N:17][CH:18]=[C:19]([C:21]2[CH:22]=[C:23]3[C:28](=[CH:29][CH:30]=2)[N:27]([CH3:31])[C:26](=[O:32])[CH2:25][CH2:24]3)[CH:20]=1)=O)(C)(C)C.[ClH:33]. Product: [ClH:33].[CH3:31][N:27]1[C:28]2[C:23](=[CH:22][C:21]([C:19]3[CH:18]=[N:17][CH:16]=[C:15]([O:14][CH2:13][C@H:9]4[CH2:10][CH2:11][CH2:12][NH:8]4)[CH:20]=3)=[CH:30][CH:29]=2)[CH2:24][CH2:25][C:26]1=[O:32]. The catalyst class is: 5. (3) Reactant: [CH3:1][NH2:2].CO.[Cl:5][C:6]1[CH:11]=[C:10](I)[C:9]([C:13]([F:16])([F:15])[F:14])=[CH:8][N:7]=1. Product: [Cl:5][C:6]1[CH:11]=[C:10]([NH:2][CH3:1])[C:9]([C:13]([F:16])([F:15])[F:14])=[CH:8][N:7]=1. The catalyst class is: 81. (4) Reactant: C(N(CC)CC)C.[F:8][C:9]1[C:14]([F:15])=[CH:13][CH:12]=[CH:11][C:10]=1[C@H:16]1[CH2:22][NH:21][C:20](=[N:23][NH2:24])[C@H:19]([NH:25][C:26](=[O:32])[O:27][C:28]([CH3:31])([CH3:30])[CH3:29])[CH2:18][CH2:17]1.[F:33][C:34]([F:40])([F:39])[CH2:35][C:36](O)=O.ON1C2N=CC=CC=2N=N1.C(=O)(O)[O-].[Na+]. Product: [F:8][C:9]1[C:14]([F:15])=[CH:13][CH:12]=[CH:11][C:10]=1[C@H:16]1[CH2:22][N:21]2[C:36]([CH2:35][C:34]([F:40])([F:39])[F:33])=[N:24][N:23]=[C:20]2[C@H:19]([NH:25][C:26](=[O:32])[O:27][C:28]([CH3:29])([CH3:31])[CH3:30])[CH2:18][CH2:17]1. The catalyst class is: 4. (5) Reactant: C(N(CC)CC)C.[CH3:8][N:9]1[CH2:14][CH2:13][NH:12][CH2:11][CH2:10]1.[Cl:15][C:16]1[CH:21]=[CH:20][CH:19]=[CH:18][C:17]=1[N:22]1[C:26]([C:27]2[S:31][C:30]([S:32](Cl)(=[O:34])=[O:33])=[CH:29][CH:28]=2)=[CH:25][C:24]([C:36]([F:39])([F:38])[F:37])=[N:23]1. Product: [Cl:15][C:16]1[CH:21]=[CH:20][CH:19]=[CH:18][C:17]=1[N:22]1[C:26]([C:27]2[S:31][C:30]([S:32]([N:12]3[CH2:13][CH2:14][N:9]([CH3:8])[CH2:10][CH2:11]3)(=[O:34])=[O:33])=[CH:29][CH:28]=2)=[CH:25][C:24]([C:36]([F:39])([F:37])[F:38])=[N:23]1. The catalyst class is: 864. (6) Reactant: Br[CH:2]1[CH2:7][CH:6]([C:8]2[CH:13]=[CH:12][CH:11]=[CH:10][CH:9]=2)[CH2:5][CH2:4][C:3]1=O.[C:15]([O:19][C:20](=[O:32])[CH2:21][CH2:22][N:23]([CH:27]1[CH2:31][CH2:30][CH2:29][CH2:28]1)[C:24]([NH2:26])=[S:25])([CH3:18])([CH3:17])[CH3:16]. Product: [C:15]([O:19][C:20](=[O:32])[CH2:21][CH2:22][N:23]([CH:27]1[CH2:31][CH2:30][CH2:29][CH2:28]1)[C:24]1[S:25][C:2]2[CH2:7][CH:6]([C:8]3[CH:13]=[CH:12][CH:11]=[CH:10][CH:9]=3)[CH2:5][CH2:4][C:3]=2[N:26]=1)([CH3:18])([CH3:16])[CH3:17]. The catalyst class is: 1. (7) The catalyst class is: 2. Reactant: [OH:1][C@@H:2]([CH2:11][C:12]1[CH:17]=[CH:16][CH:15]=[CH:14][CH:13]=1)[C:3]([N:5]1[CH2:10][CH2:9][O:8][CH2:7][CH2:6]1)=[O:4].ClN1C(=O)N(Cl)C(=O)N(Cl)C1=O.CC1(C)N([O])C(C)(C)CCC1. Product: [CH:12]1([CH2:11][C@H:2]([OH:1])[C:3]([N:5]2[CH2:6][CH2:7][O:8][CH2:9][CH2:10]2)=[O:4])[CH2:17][CH2:16][CH2:15][CH2:14][CH2:13]1. (8) Product: [NH2:30][C:26]1[CH:25]=[CH:24][CH:23]=[C:22]2[C:27]=1[C:28](=[O:29])[C:10]1([N:8]3[CH:9]=[C:5]([CH2:1][CH2:2][CH2:3][CH3:4])[N:6]=[N:7]3)[C:14]3[CH:15]=[CH:16][C:17]([CH:19]([CH3:21])[CH3:20])=[CH:18][C:13]=3[O:12][C:11]12[OH:33]. Reactant: [CH2:1]([C:5]1[N:6]=[N:7][N:8]([C:10]23[C:28](=[O:29])[C:27]4[C:22](=[CH:23][CH:24]=[CH:25][C:26]=4[N+:30]([O-])=O)[C:11]2([OH:33])[O:12][C:13]2[CH:18]=[C:17]([CH:19]([CH3:21])[CH3:20])[CH:16]=[CH:15][C:14]=23)[CH:9]=1)[CH2:2][CH2:3][CH3:4]. The catalyst class is: 190. (9) Reactant: Cl.[C:2]1([CH3:10])[CH:7]=[CH:6][CH:5]=[CH:4][C:3]=1[NH:8][NH2:9].C(Cl)(Cl)(Cl)Cl.C(N(CC)CC)C.C(O[C:26](=[N:30][C:31](=O)[C:32]1[CH:37]=[CH:36][CH:35]=[CH:34][CH:33]=1)[CH2:27][CH2:28][CH3:29])C. Product: [CH3:10][C:2]1[CH:7]=[CH:6][CH:5]=[CH:4][C:3]=1[N:8]1[C:31]([C:32]2[CH:37]=[CH:36][CH:35]=[CH:34][CH:33]=2)=[N:30][C:26]([CH2:27][CH2:28][CH3:29])=[N:9]1. The catalyst class is: 6.